From a dataset of Forward reaction prediction with 1.9M reactions from USPTO patents (1976-2016). Predict the product of the given reaction. (1) Given the reactants [CH2:1]([C:8]1[CH:9]=[C:10]([N:14]2[CH2:19][CH2:18][NH:17][CH2:16][C@@H:15]2[CH:20]([CH3:22])[CH3:21])[CH:11]=[CH:12][CH:13]=1)[C:2]1[CH:7]=[CH:6][CH:5]=[CH:4][CH:3]=1.Br[C:24]1[CH:29]=[CH:28][CH:27]=[CH:26][C:25]=1[CH:30]([CH3:32])[CH3:31].CC([O-])(C)C.[Na+].COCCOC.CCO, predict the reaction product. The product is: [CH2:1]([C:8]1[CH:9]=[C:10]([N:14]2[CH2:19][CH2:18][N:17]([C:24]3[CH:29]=[CH:28][CH:27]=[CH:26][C:25]=3[CH:30]([CH3:32])[CH3:31])[CH2:16][C@@H:15]2[CH:20]([CH3:22])[CH3:21])[CH:11]=[CH:12][CH:13]=1)[C:2]1[CH:3]=[CH:4][CH:5]=[CH:6][CH:7]=1. (2) Given the reactants [C:1]([O:5][C:6](=[O:18])[NH:7][CH2:8][C:9]([C:11]1[CH:16]=[CH:15][CH:14]=[C:13]([F:17])[CH:12]=1)=O)([CH3:4])([CH3:3])[CH3:2].C([O-])(=O)C.[NH4+].C([BH3-])#[N:25].[Na+], predict the reaction product. The product is: [C:1]([O:5][C:6](=[O:18])[NH:7][CH2:8][CH:9]([NH2:25])[C:11]1[CH:16]=[CH:15][CH:14]=[C:13]([F:17])[CH:12]=1)([CH3:4])([CH3:3])[CH3:2]. (3) Given the reactants [C:1]1([C:7]2[N:16]3[C:10]([CH2:11][C:12](=[O:21])[NH:13][C:14]4[CH:20]=[CH:19][CH:18]=[CH:17][C:15]=43)=[N:9][N:8]=2)[CH:6]=[CH:5][CH:4]=[CH:3][CH:2]=1.Br[CH2:23][C:24]([O:26][C:27]([CH3:30])([CH3:29])[CH3:28])=[O:25].CCOCC, predict the reaction product. The product is: [C:27]([O:26][C:24](=[O:25])[CH2:23][N:13]1[C:12](=[O:21])[CH2:11][C:10]2[N:16]([C:7]([C:1]3[CH:2]=[CH:3][CH:4]=[CH:5][CH:6]=3)=[N:8][N:9]=2)[C:15]2[CH:17]=[CH:18][CH:19]=[CH:20][C:14]1=2)([CH3:30])([CH3:29])[CH3:28]. (4) Given the reactants [Cl:1][C:2]1[CH:13]=[C:12]([OH:14])[C:5]2[CH:6]=[C:7]([C:9](=[O:11])[CH3:10])[O:8][C:4]=2[CH:3]=1.C([O-])([O-])=O.[K+].[K+], predict the reaction product. The product is: [CH2:6]([O:14][C:12]1[C:5]2[CH:6]=[C:7]([C:9](=[O:11])[CH3:10])[O:8][C:4]=2[CH:3]=[C:2]([Cl:1])[CH:13]=1)[C:5]1[CH:12]=[CH:13][CH:2]=[CH:3][CH:4]=1. (5) Given the reactants [Cl:1][C:2]1[CH:18]=[CH:17][C:5]2[CH2:6][CH2:7][N:8]([C:11](=[O:16])[C:12]([F:15])([F:14])[F:13])[CH2:9][CH2:10][C:4]=2[C:3]=1[C:19]#[C:20][CH2:21][NH:22][C:23]([CH:25]1[CH2:29][CH2:28][CH2:27][CH2:26]1)=[O:24], predict the reaction product. The product is: [Cl:1][C:2]1[CH:18]=[CH:17][C:5]2[CH2:6][CH2:7][N:8]([C:11](=[O:16])[C:12]([F:13])([F:14])[F:15])[CH2:9][CH2:10][C:4]=2[C:3]=1/[CH:19]=[CH:20]\[CH2:21][NH:22][C:23]([CH:25]1[CH2:26][CH2:27][CH2:28][CH2:29]1)=[O:24]. (6) Given the reactants [I:1][C:2]1[CH:7]=[CH:6][C:5]([CH2:8][OH:9])=[CH:4][C:3]=1[O:10][CH2:11][CH2:12][CH3:13], predict the reaction product. The product is: [I:1][C:2]1[CH:7]=[CH:6][C:5]([CH:8]=[O:9])=[CH:4][C:3]=1[O:10][CH2:11][CH2:12][CH3:13]. (7) The product is: [CH2:2]([O:4][C:5](=[O:18])/[CH:6]=[CH:7]/[C:8]1[CH:17]=[CH:16][CH:15]=[C:14]2[C:9]=1[CH2:10][CH2:11][N:12]([CH2:26][CH2:27][O:28][CH3:29])[CH2:13]2)[CH3:3]. Given the reactants Cl.[CH2:2]([O:4][C:5](=[O:18])/[CH:6]=[CH:7]/[C:8]1[CH:17]=[CH:16][CH:15]=[C:14]2[C:9]=1[CH2:10][CH2:11][NH:12][CH2:13]2)[CH3:3].C([O-])([O-])=O.[K+].[K+].Br[CH2:26][CH2:27][O:28][CH3:29].O, predict the reaction product. (8) Given the reactants [CH3:1][O:2][C:3]1[CH:4]=[C:5]([CH:10]=[CH:11][C:12]=1[O:13][CH3:14])[O:6][CH2:7][C:8]#[N:9].[NH:15]([C:17]([C@@H:19]1[CH2:23][CH2:22][CH2:21][N:20]1[C:24]([O:26][C:27]([CH3:30])([CH3:29])[CH3:28])=[O:25])=O)[NH2:16].C([O-])([O-])=O.[K+].[K+], predict the reaction product. The product is: [CH3:1][O:2][C:3]1[CH:4]=[C:5]([CH:10]=[CH:11][C:12]=1[O:13][CH3:14])[O:6][CH2:7][C:8]1[NH:9][C:17]([C@@H:19]2[CH2:23][CH2:22][CH2:21][N:20]2[C:24]([O:26][C:27]([CH3:30])([CH3:29])[CH3:28])=[O:25])=[N:15][N:16]=1. (9) Given the reactants C[C:2]1([C:19]([O-:21])=[O:20])[CH:11]=[C:10]2[C:5](=[C:6]([C:13]3[N:14]=[C:15]([CH3:18])[S:16][CH:17]=3)[CH2:7][C:8](=[O:12])[O:9]2)[CH:4]=[CH:3]1.[OH-].[Li+].Cl, predict the reaction product. The product is: [CH3:18][C:15]1[S:16][CH:17]=[C:13]([C:6]2[C:5]3[C:10](=[CH:11][C:2]([C:19]([OH:21])=[O:20])=[CH:3][CH:4]=3)[O:9][C:8](=[O:12])[CH:7]=2)[N:14]=1. (10) Given the reactants [CH3:1][C:2]1[CH:12]=[CH:11][C:5]([C:6]([O:8]CC)=O)=[CH:4][N:3]=1.C[O-].[Na+].[CH3:16][S:17][C:18]1[CH:23]=[CH:22][C:21]([CH2:24][C:25]#[N:26])=[CH:20][CH:19]=1, predict the reaction product. The product is: [CH3:16][S:17][C:18]1[CH:23]=[CH:22][C:21]([CH:24]([C:25]#[N:26])[C:6]([C:5]2[CH:4]=[N:3][C:2]([CH3:1])=[CH:12][CH:11]=2)=[O:8])=[CH:20][CH:19]=1.